This data is from Reaction yield outcomes from USPTO patents with 853,638 reactions. The task is: Predict the reaction yield, written as a fraction of the theoretical maximum amount of product (1.0 means a 100% yield; for example, 0.34 means a 34% yield). (1) The reactants are [F:1][C:2]1[CH:7]=[CH:6][C:5]([C:8](=O)[CH2:9][CH2:10][C:11]([OH:13])=O)=[CH:4][CH:3]=1.O.[NH2:16][NH2:17]. The catalyst is C(O)C. The product is [F:1][C:2]1[CH:7]=[CH:6][C:5]([C:8]2[CH2:9][CH2:10][C:11](=[O:13])[NH:16][N:17]=2)=[CH:4][CH:3]=1. The yield is 0.860. (2) The catalyst is N1C=CC=CC=1.S(Cl)(Cl)=O. The yield is 0.390. The product is [NH2:5][C:3](=[O:4])[CH:2]([NH:1][C:22](=[O:23])[C:21]1[CH:25]=[C:26]([CH3:28])[N:27]=[C:19]([CH3:18])[CH:20]=1)[C:6]#[N:7]. The reactants are [NH2:1][CH:2]([C:6]#[N:7])[C:3]([NH2:5])=[O:4].CC1C=C(C=C(C)N=1)CCl.[CH3:18][C:19]1[CH:20]=[C:21]([CH:25]=[C:26]([CH3:28])[N:27]=1)[C:22](O)=[O:23]. (3) The reactants are C([CH2:8][NH:9][CH2:10][C@@H:11]([OH:18])[CH2:12][N:13]1[CH2:17][CH2:16][CH2:15][CH2:14]1)C1C=CC=CC=1. The catalyst is CO.[C+4].[OH-].[Pd+2].[OH-].[OH-].[OH-].[OH-].[OH-]. The product is [CH3:8][NH:9][CH2:10][C@H:11]([OH:18])[CH2:12][N:13]1[CH2:17][CH2:16][CH2:15][CH2:14]1. The yield is 0.870. (4) The reactants are [NH2:1][C@H:2]1[C@@H:7]([NH:8][C:9]([C:11]2[NH:12][C:13]([CH2:17][CH3:18])=[C:14]([Cl:16])[N:15]=2)=[O:10])[CH2:6][CH2:5][N:4]([C:19]2[S:20][C:21]3[C:27]([C:28]([O:30][CH2:31][CH3:32])=[O:29])=[CH:26][CH:25]=[CH:24][C:22]=3[N:23]=2)[CH2:3]1.[C:33]1(=O)[CH2:36][CH2:35][CH2:34]1.C(O[BH-](OC(=O)C)OC(=O)C)(=O)C.[Na+]. No catalyst specified. The product is [Cl:16][C:14]1[N:15]=[C:11]([C:9]([NH:8][C@H:7]2[CH2:6][CH2:5][N:4]([C:19]3[S:20][C:21]4[C:27]([C:28]([O:30][CH2:31][CH3:32])=[O:29])=[CH:26][CH:25]=[CH:24][C:22]=4[N:23]=3)[CH2:3][C@H:2]2[NH:1][CH:33]2[CH2:36][CH2:35][CH2:34]2)=[O:10])[NH:12][C:13]=1[CH2:17][CH3:18]. The yield is 0.530. (5) The reactants are C(NC(C)C)(C)C.C([Li])CCC.[F:13][C:14]([F:27])([F:26])[S:15][C:16]1[CH:21]=[CH:20][C:19]([CH2:22][C:23]([OH:25])=[O:24])=[CH:18][CH:17]=1.I[CH2:29][CH:30]1[CH2:34][CH2:33][CH2:32][CH2:31]1. The catalyst is O1CCCC1.CN1CCCN(C)C1=O. The product is [CH:30]1([CH2:29][CH:22]([C:19]2[CH:18]=[CH:17][C:16]([S:15][C:14]([F:26])([F:13])[F:27])=[CH:21][CH:20]=2)[C:23]([OH:25])=[O:24])[CH2:34][CH2:33][CH2:32][CH2:31]1. The yield is 0.580. (6) The reactants are [C:1]([Sn:3]([CH2:12][CH2:13][CH2:14][CH3:15])([CH2:8][CH2:9][CH2:10][CH3:11])[CH2:4][CH2:5][CH2:6][CH3:7])#[CH:2].C1C=CC=CC=1.[CH2:22]([O:24][C:25]([N:27]1[CH2:32][CH2:31][N:30]([CH2:33][CH2:34][N+:35]([O-])=[O:36])[CH2:29][CH2:28]1)=[O:26])[CH3:23].C1(N=C=O)C=CC=CC=1. The catalyst is C(N(CC)CC)C. The product is [CH2:22]([O:24][C:25]([N:27]1[CH2:32][CH2:31][N:30]([CH2:33][C:34]2[CH:2]=[C:1]([Sn:3]([CH2:8][CH2:9][CH2:10][CH3:11])([CH2:4][CH2:5][CH2:6][CH3:7])[CH2:12][CH2:13][CH2:14][CH3:15])[O:36][N:35]=2)[CH2:29][CH2:28]1)=[O:26])[CH3:23]. The yield is 0.960. (7) The yield is 0.820. The product is [CH2:11]([O:13][CH2:14][CH2:15][N:3]1[C:4]2[CH:10]=[CH:9][CH:8]=[CH:7][C:5]=2[N:6]=[C:2]1[CH3:1])[CH3:12]. The reactants are [CH3:1][C:2]1[NH:3][C:4]2[CH:10]=[CH:9][CH:8]=[CH:7][C:5]=2[N:6]=1.[CH2:11]([O:13][CH2:14][CH2:15]Cl)[CH3:12]. No catalyst specified.